This data is from Retrosynthesis with 50K atom-mapped reactions and 10 reaction types from USPTO. The task is: Predict the reactants needed to synthesize the given product. (1) Given the product CNC(=O)c1ccc2cc([C@@](O)(CCO)c3cn(C(c4ccccc4)(c4ccccc4)c4ccccc4)cn3)ccc2c1, predict the reactants needed to synthesize it. The reactants are: CNC(=O)c1ccc2cc([C@@](O)(CC(=O)OC(C)(C)C)c3cn(C(c4ccccc4)(c4ccccc4)c4ccccc4)cn3)ccc2c1. (2) Given the product Cc1cc(C#N)ccc1-c1cnn(-c2ccc(C(=O)N3CCN4CCCC4C3)cn2)c1O, predict the reactants needed to synthesize it. The reactants are: C1CC2CNCCN2C1.Cc1cc(C#N)ccc1-c1cnn(-c2ccc(C(=O)O)cn2)c1O.